This data is from Full USPTO retrosynthesis dataset with 1.9M reactions from patents (1976-2016). The task is: Predict the reactants needed to synthesize the given product. (1) Given the product [F:1][C:2]1[C:10]([O:11][C:12]2[C:21]3[C:16](=[CH:17][C:18]([O:24][CH2:25][C@@H:26]4[CH2:30][CH2:29][CH2:28][N:27]4[C:32](=[O:36])[CH:33]([CH3:35])[CH3:34])=[C:19]([O:22][CH3:23])[CH:20]=3)[N:15]=[CH:14][N:13]=2)=[CH:9][CH:8]=[C:7]2[C:3]=1[CH:4]=[C:5]([CH3:31])[NH:6]2, predict the reactants needed to synthesize it. The reactants are: [F:1][C:2]1[C:10]([O:11][C:12]2[C:21]3[C:16](=[CH:17][C:18]([O:24][CH2:25][C@@H:26]4[CH2:30][CH2:29][CH2:28][NH:27]4)=[C:19]([O:22][CH3:23])[CH:20]=3)[N:15]=[CH:14][N:13]=2)=[CH:9][CH:8]=[C:7]2[C:3]=1[CH:4]=[C:5]([CH3:31])[NH:6]2.[C:32](Cl)(=[O:36])[CH:33]([CH3:35])[CH3:34]. (2) Given the product [NH2:16][C:17]1[N:22]=[C:21]([N:8]2[CH2:7][CH2:6][N:5]([C:9]([O:11][C:12]([CH3:14])([CH3:13])[CH3:15])=[O:10])[CH2:4][C@@H:3]2[CH2:1][CH3:2])[C:20]([CH:24]=[O:25])=[C:19]([Cl:26])[N:18]=1, predict the reactants needed to synthesize it. The reactants are: [CH2:1]([C@@H:3]1[NH:8][CH2:7][CH2:6][N:5]([C:9]([O:11][C:12]([CH3:15])([CH3:14])[CH3:13])=[O:10])[CH2:4]1)[CH3:2].[NH2:16][C:17]1[N:22]=[C:21](Cl)[C:20]([CH:24]=[O:25])=[C:19]([Cl:26])[N:18]=1.CCN(C(C)C)C(C)C. (3) Given the product [C:1]1([C:15]2[CH:16]=[C:17]([CH:20]=[CH:21][CH:22]=2)[CH:18]=[O:19])[C:10]2[C:5](=[CH:6][CH:7]=[CH:8][CH:9]=2)[CH:4]=[CH:3][CH:2]=1, predict the reactants needed to synthesize it. The reactants are: [C:1]1(B(O)O)[C:10]2[C:5](=[CH:6][CH:7]=[CH:8][CH:9]=2)[CH:4]=[CH:3][CH:2]=1.Br[C:15]1[CH:16]=[C:17]([CH:20]=[CH:21][C:22]=1F)[CH:18]=[O:19].CC1C=CC=CC=1B(O)O. (4) Given the product [CH3:25][O:26][C:27](=[O:30])[CH2:28][NH:29][C:2]([C:3]1[C:17](=[O:18])[C:16]2[C:11]([C:4]=1[C:5]1[CH:6]=[CH:7][CH:8]=[CH:9][CH:10]=1)=[CH:12][CH:13]=[CH:14][CH:15]=2)=[O:1], predict the reactants needed to synthesize it. The reactants are: [O:1]=[C:2]1[C:10]2[C:5](=[CH:6][CH:7]=[CH:8][CH:9]=2)[C:4]([C:11]2[CH:16]=[CH:15][CH:14]=[CH:13][CH:12]=2)=[C:3]1[C:17](O)=[O:18].O=S(Cl)Cl.Cl.[CH3:25][O:26][C:27](=[O:30])[CH2:28][NH2:29]. (5) Given the product [F:20][C:17]([F:18])([F:19])[C:16]1[CH:15]=[CH:14][N:13]=[CH:12][C:11]=1[C:9]1[O:8][N:7]=[C:6]([C:4]([OH:5])=[O:3])[N:10]=1, predict the reactants needed to synthesize it. The reactants are: C([O:3][C:4]([C:6]1[N:10]=[C:9]([C:11]2[CH:12]=[N:13][CH:14]=[CH:15][C:16]=2[C:17]([F:20])([F:19])[F:18])[O:8][N:7]=1)=[O:5])C.[OH-].[Li+]. (6) Given the product [Cl:1][C:2]1[CH:3]=[CH:4][C:5]([CH:8]([C:24]#[N:25])[C:9]2[CH:10]=[CH:11][C:12]([NH:19][S:20]([CH3:23])(=[O:22])=[O:21])=[C:13]([CH:18]=2)[C:14]([OH:16])=[O:15])=[CH:6][CH:7]=1, predict the reactants needed to synthesize it. The reactants are: [Cl:1][C:2]1[CH:7]=[CH:6][C:5]([CH:8]([C:24]#[N:25])[C:9]2[CH:10]=[CH:11][C:12]([NH:19][S:20]([CH3:23])(=[O:22])=[O:21])=[C:13]([CH:18]=2)[C:14]([O:16]C)=[O:15])=[CH:4][CH:3]=1.[OH-].[Na+].Cl. (7) The reactants are: [C:1]1([CH:7]([C:11]2[CH:16]=[CH:15][CH:14]=[CH:13][CH:12]=2)[C:8](Cl)=[O:9])[CH:6]=[CH:5][CH:4]=[CH:3][CH:2]=1.[CH2:17]([N:24]1[CH2:30][CH:29]2[CH:31]([NH:32][CH3:33])[CH:26]([CH2:27][CH2:28]2)[CH2:25]1)[C:18]1[CH:23]=[CH:22][CH:21]=[CH:20][CH:19]=1.C(N(CC)CC)C. Given the product [CH2:17]([N:24]1[CH2:30][CH:29]2[CH:31]([N:32]([CH3:33])[C:8](=[O:9])[CH:7]([C:11]3[CH:16]=[CH:15][CH:14]=[CH:13][CH:12]=3)[C:1]3[CH:6]=[CH:5][CH:4]=[CH:3][CH:2]=3)[CH:26]([CH2:27][CH2:28]2)[CH2:25]1)[C:18]1[CH:19]=[CH:20][CH:21]=[CH:22][CH:23]=1, predict the reactants needed to synthesize it. (8) The reactants are: [O:1]1[CH2:6][CH2:5][N:4]([C:7]([CH:9]2[CH2:14][CH2:13][NH:12][CH2:11][CH2:10]2)=[O:8])[CH2:3][CH2:2]1.[Cl:15][C:16]1[CH:17]=[N:18][CH:19]=[C:20]([Cl:23])[C:21]=1Cl.C(N(CC)CC)C. Given the product [Cl:15][C:16]1[CH:17]=[N:18][CH:19]=[C:20]([Cl:23])[C:21]=1[N:12]1[CH2:13][CH2:14][CH:9]([C:7]([N:4]2[CH2:3][CH2:2][O:1][CH2:6][CH2:5]2)=[O:8])[CH2:10][CH2:11]1, predict the reactants needed to synthesize it. (9) Given the product [Cl:21][C:22]1[CH:27]=[CH:26][CH:25]=[C:24]([F:28])[C:23]=1[C@H:29]1[CH2:31][C@H:30]1[NH:32][C:33]([NH:35][C:36]1[CH:41]=[CH:40][C:39]([C:42]#[N:43])=[CH:38][N:37]=1)=[O:34], predict the reactants needed to synthesize it. The reactants are: ClC1C=CC=C(F)C=1C=O.ClC1C=CC=C(F)C=1C=C.[Cl:21][C:22]1[CH:27]=[CH:26][CH:25]=[C:24]([F:28])[C:23]=1[C@H:29]1[CH2:31][C@H:30]1[N:32]=[C:33]=[O:34].[NH2:35][C:36]1[CH:41]=[CH:40][C:39]([C:42]#[N:43])=[CH:38][N:37]=1.